Dataset: Retrosynthesis with 50K atom-mapped reactions and 10 reaction types from USPTO. Task: Predict the reactants needed to synthesize the given product. (1) Given the product COC(=O)c1cc(N)cc(O)c1, predict the reactants needed to synthesize it. The reactants are: COC(=O)c1cc(O)cc([N+](=O)[O-])c1. (2) Given the product CCN(Cc1ccccc1OCc1ccccc1)c1ccc(C(=O)O)c(F)c1, predict the reactants needed to synthesize it. The reactants are: CCN(Cc1ccccc1OCc1ccccc1)c1ccc(C(=O)OC(C)(C)C)c(F)c1. (3) Given the product O=C(CN1CC(NC(=O)c2ccc(Cl)s2)c2ccccc21)Nc1ccc(-n2ccccc2=O)cc1F, predict the reactants needed to synthesize it. The reactants are: O=C(CBr)Nc1ccc(-n2ccccc2=O)cc1F.O=C(NC1CNc2ccccc21)c1ccc(Cl)s1.